This data is from Full USPTO retrosynthesis dataset with 1.9M reactions from patents (1976-2016). The task is: Predict the reactants needed to synthesize the given product. (1) Given the product [Br:14][C:10]1[CH:9]=[C:8]2[C:13](=[CH:12][CH:11]=1)[C:5]([CH3:15])([C:3]([OH:4])=[O:2])[CH2:6][CH2:7]2, predict the reactants needed to synthesize it. The reactants are: C[O:2][C:3]([C:5]1([CH3:15])[C:13]2[C:8](=[CH:9][C:10]([Br:14])=[CH:11][CH:12]=2)[CH2:7][CH2:6]1)=[O:4].C[Si](C)(C)[O-].[K+].O. (2) Given the product [CH2:16]([O:15][C:10](=[O:14])[C@H:11]([CH3:13])[NH:5][C:4]1[CH:6]=[CH:7][C:8]([Cl:9])=[C:2]([Cl:1])[CH:3]=1)[CH2:17][CH3:18], predict the reactants needed to synthesize it. The reactants are: [Cl:1][C:2]1[CH:3]=[C:4]([CH:6]=[CH:7][C:8]=1[Cl:9])[NH2:5].[C:10]([O:15][CH2:16][CH2:17][CH3:18])(=[O:14])[C:11]([CH3:13])=O. (3) Given the product [F:41][C:23]([F:22])([F:42])[C:24]([NH:26][CH2:27][C:28]1[CH:33]=[CH:32][C:31]([F:34])=[C:30]([CH:35]2[CH2:40][CH2:39][N:38]([C:18]([C:7]3[C:6]4[C:10](=[C:2]([Cl:1])[CH:3]=[CH:4][CH:5]=4)[N:9]([CH2:11][CH2:12][O:13][C:14]([F:15])([F:16])[F:17])[CH:8]=3)=[O:20])[CH2:37][CH2:36]2)[CH:29]=1)=[O:25], predict the reactants needed to synthesize it. The reactants are: [Cl:1][C:2]1[CH:3]=[CH:4][CH:5]=[C:6]2[C:10]=1[N:9]([CH2:11][CH2:12][O:13][C:14]([F:17])([F:16])[F:15])[CH:8]=[C:7]2[C:18]([OH:20])=O.Cl.[F:22][C:23]([F:42])([F:41])[C:24]([NH:26][CH2:27][C:28]1[CH:33]=[CH:32][C:31]([F:34])=[C:30]([CH:35]2[CH2:40][CH2:39][NH:38][CH2:37][CH2:36]2)[CH:29]=1)=[O:25].CCN=C=NCCCN(C)C.CCN(CC)CC. (4) The reactants are: Br[C:2]1[CH:3]=[CH:4][C:5]([C:8]2[C:12](CO)(CO)[CH2:11][O:10][N:9]=2)=[N:6][CH:7]=1.[O:17]=[C:18]1[N:22]2[C:23]3[CH:24]=[CH:25][C:26](B4OC(C)(C)C(C)(C)O4)=[CH:27][C:28]=3[CH2:29][C@H:21]2[C@H:20]([CH2:39][NH:40][C:41](=[O:43])[CH3:42])[O:19]1.[C:44]([O-:47])([O-])=O.[K+].[K+].[O:50]1CCOC[CH2:51]1.O. Given the product [OH:50][CH2:51][C:11]1([CH2:44][OH:47])[O:10][N:9]=[C:8]([C:5]2[N:6]=[CH:7][C:2]([C:26]3[CH:25]=[CH:24][C:23]4[N:22]5[C:18](=[O:17])[O:19][C@@H:20]([CH2:39][NH:40][C:41](=[O:43])[CH3:42])[C@@H:21]5[CH2:29][C:28]=4[CH:27]=3)=[CH:3][CH:4]=2)[CH2:12]1, predict the reactants needed to synthesize it. (5) The reactants are: [N:1]1[C:10]2[CH:9]([NH:11][CH2:12][CH2:13][CH2:14][CH2:15][N:16]3[C:24](=[O:25])[C:23]4[C:18](=[CH:19][CH:20]=[CH:21][CH:22]=4)[C:17]3=[O:26])[CH2:8][CH2:7][CH2:6][C:5]=2[CH:4]=[CH:3][CH:2]=1.C(O[BH-](O[C:37](=O)[CH3:38])OC(=O)C)(=O)C.[Na+]. Given the product [N:11]1[C:9]2=[C:10]3[C:5](=[CH:6][CH:7]=[CH:8]2)[CH2:4][CH2:3][CH2:2][N:1]3[C:37]=1[CH2:38][N:11]([CH:9]1[C:10]2[N:1]=[CH:2][CH:3]=[CH:4][C:5]=2[CH2:6][CH2:7][CH2:8]1)[CH2:12][CH2:13][CH2:14][CH2:15][N:16]1[C:24](=[O:25])[C:23]2[C:18](=[CH:19][CH:20]=[CH:21][CH:22]=2)[C:17]1=[O:26], predict the reactants needed to synthesize it. (6) Given the product [F:20][C:3]1([F:2])[CH2:4][CH2:5][CH:6]([CH2:9][CH:10]2[CH2:15][CH:14]([C:16]([O:18][CH3:19])=[O:17])[CH2:13][CH2:12][N:11]2[C:30]([O:31][CH3:32])=[O:33])[CH2:7][CH2:8]1, predict the reactants needed to synthesize it. The reactants are: Cl.[F:2][C:3]1([F:20])[CH2:8][CH2:7][CH:6]([CH2:9][CH:10]2[CH2:15][CH:14]([C:16]([O:18][CH3:19])=[O:17])[CH2:13][CH2:12][NH:11]2)[CH2:5][CH2:4]1.CCN(C(C)C)C(C)C.[C:30](Cl)(=[O:33])[O:31][CH3:32]. (7) The reactants are: [C:1]([O:5][C:6]([N:8]1[CH2:12][C@@H:11]([OH:13])[C@H:10]([C:14]#[N:15])[CH2:9]1)=[O:7])([CH3:4])([CH3:3])[CH3:2].[CH3:16]I. Given the product [C:1]([O:5][C:6]([N:8]1[CH2:12][C@@H:11]([O:13][CH3:16])[C@H:10]([C:14]#[N:15])[CH2:9]1)=[O:7])([CH3:4])([CH3:2])[CH3:3], predict the reactants needed to synthesize it. (8) Given the product [CH:16]1([N:7]2[CH2:8][C:9]([F:15])([F:14])[C:10](=[O:13])[N:11]([CH3:12])[C:5]3[CH:4]=[N:3][C:2]([NH:22][C:23]4[CH:31]=[CH:30][C:26]([C:27]([OH:29])=[O:28])=[CH:25][C:24]=4[CH2:32][CH3:33])=[N:21][C:6]2=3)[CH2:20][CH2:19][CH2:18][CH2:17]1, predict the reactants needed to synthesize it. The reactants are: Cl[C:2]1[N:3]=[CH:4][C:5]2[N:11]([CH3:12])[C:10](=[O:13])[C:9]([F:15])([F:14])[CH2:8][N:7]([CH:16]3[CH2:20][CH2:19][CH2:18][CH2:17]3)[C:6]=2[N:21]=1.[NH2:22][C:23]1[CH:31]=[CH:30][C:26]([C:27]([OH:29])=[O:28])=[CH:25][C:24]=1[CH2:32][CH3:33].Cl. (9) Given the product [F:40][C:41]1[CH:56]=[CH:55][C:44]2[N:45]=[C:46]([C@H:48]3[CH2:49][N:50]([C:8]([C:6]4[C:5]([N:11]5[N:15]=[CH:14][CH:13]=[N:12]5)=[CH:4][CH:3]=[C:2]([CH3:1])[N:7]=4)=[O:10])[C@H:51]([CH3:54])[CH2:52][CH2:53]3)[O:47][C:43]=2[CH:42]=1, predict the reactants needed to synthesize it. The reactants are: [CH3:1][C:2]1[N:7]=[C:6]([C:8]([OH:10])=O)[C:5]([N:11]2[N:15]=[CH:14][CH:13]=[N:12]2)=[CH:4][CH:3]=1.C1C=CC2N(O)N=NC=2C=1.O.CCN=C=NCCCN(C)C.Cl.Cl.[F:40][C:41]1[CH:56]=[CH:55][C:44]2[N:45]=[C:46]([CH:48]3[CH2:53][CH2:52][CH:51]([CH3:54])[NH:50][CH2:49]3)[O:47][C:43]=2[CH:42]=1.C([O-])(O)=O.[Na+].